This data is from CYP1A2 inhibition data for predicting drug metabolism from PubChem BioAssay. The task is: Regression/Classification. Given a drug SMILES string, predict its absorption, distribution, metabolism, or excretion properties. Task type varies by dataset: regression for continuous measurements (e.g., permeability, clearance, half-life) or binary classification for categorical outcomes (e.g., BBB penetration, CYP inhibition). Dataset: cyp1a2_veith. (1) The drug is C=C/C(C)=C/[C@]1(C)SC(=O)C(C)=C1O. The result is 0 (non-inhibitor). (2) The compound is O=C(Nc1ccccc1)N1CCC2(CC1)CCN(C(=O)c1cnccn1)CC2. The result is 0 (non-inhibitor). (3) The compound is O=C(c1ccncc1)N1CCC2(CCN(Cc3ccncc3)CC2)CC1. The result is 0 (non-inhibitor). (4) The result is 0 (non-inhibitor). The compound is OC(CNCc1ccc(F)cc1)(c1ccc(F)cc1)c1ccc(F)cc1. (5) The drug is CC1(C)CCCN(C(=O)N2c3ccccc3Sc3ccccc32)C1. The result is 0 (non-inhibitor). (6) The compound is COC(=O)N(C)c1ccccc1C(=O)N1CCOCC1. The result is 0 (non-inhibitor). (7) The result is 0 (non-inhibitor). The compound is Cc1onc(-c2ccccc2Cl)c1C(=O)Nc1nnc(Cc2ccc(Cl)cc2)s1.